Task: Predict the reactants needed to synthesize the given product.. Dataset: Full USPTO retrosynthesis dataset with 1.9M reactions from patents (1976-2016) Given the product [NH:1]1[C:5]2[CH:6]=[CH:7][CH:8]=[CH:9][C:4]=2[N:3]=[C:2]1[NH:10][C:11]1[CH:12]=[CH:13][C:14]([CH2:15][NH:16][C:17](=[O:39])[CH2:18][N:19]2[CH2:25][CH2:24][CH:23]([CH2:26][C:27]([OH:29])=[O:28])[C:22]3[CH:34]=[CH:35][CH:36]=[CH:37][C:21]=3[C:20]2=[O:38])=[CH:40][CH:41]=1, predict the reactants needed to synthesize it. The reactants are: [NH:1]1[C:5]2[CH:6]=[CH:7][CH:8]=[CH:9][C:4]=2[N:3]=[C:2]1[NH:10][C:11]1[CH:41]=[CH:40][C:14]([CH2:15][NH:16][C:17](=[O:39])[CH2:18][N:19]2[CH2:25][CH2:24][CH:23]([CH2:26][C:27]([O:29]C(C)(C)C)=[O:28])[C:22]3[CH:34]=[CH:35][CH:36]=[CH:37][C:21]=3[C:20]2=[O:38])=[CH:13][CH:12]=1.Cl.